From a dataset of NCI-60 drug combinations with 297,098 pairs across 59 cell lines. Regression. Given two drug SMILES strings and cell line genomic features, predict the synergy score measuring deviation from expected non-interaction effect. (1) Drug 1: C1=CC(=CC=C1C#N)C(C2=CC=C(C=C2)C#N)N3C=NC=N3. Drug 2: C#CCC(CC1=CN=C2C(=N1)C(=NC(=N2)N)N)C3=CC=C(C=C3)C(=O)NC(CCC(=O)O)C(=O)O. Cell line: SK-MEL-5. Synergy scores: CSS=47.0, Synergy_ZIP=1.65, Synergy_Bliss=-1.98, Synergy_Loewe=-22.6, Synergy_HSA=-1.10. (2) Drug 1: CN(CCCl)CCCl.Cl. Drug 2: CN(C(=O)NC(C=O)C(C(C(CO)O)O)O)N=O. Cell line: LOX IMVI. Synergy scores: CSS=30.1, Synergy_ZIP=-10.8, Synergy_Bliss=-5.09, Synergy_Loewe=-41.7, Synergy_HSA=-2.13. (3) Drug 1: CS(=O)(=O)C1=CC(=C(C=C1)C(=O)NC2=CC(=C(C=C2)Cl)C3=CC=CC=N3)Cl. Drug 2: C1=CC=C(C(=C1)C(C2=CC=C(C=C2)Cl)C(Cl)Cl)Cl. Cell line: SNB-19. Synergy scores: CSS=5.05, Synergy_ZIP=0.902, Synergy_Bliss=2.60, Synergy_Loewe=2.00, Synergy_HSA=2.24. (4) Drug 1: C1CCN(CC1)CCOC2=CC=C(C=C2)C(=O)C3=C(SC4=C3C=CC(=C4)O)C5=CC=C(C=C5)O. Drug 2: CN(C)N=NC1=C(NC=N1)C(=O)N. Cell line: A549. Synergy scores: CSS=2.05, Synergy_ZIP=-1.81, Synergy_Bliss=-4.27, Synergy_Loewe=-3.88, Synergy_HSA=-4.09. (5) Drug 1: CN(C)C1=NC(=NC(=N1)N(C)C)N(C)C. Drug 2: CCN(CC)CCNC(=O)C1=C(NC(=C1C)C=C2C3=C(C=CC(=C3)F)NC2=O)C. Cell line: HOP-62. Synergy scores: CSS=0.816, Synergy_ZIP=2.98, Synergy_Bliss=7.69, Synergy_Loewe=2.33, Synergy_HSA=2.31. (6) Drug 2: CC1C(C(CC(O1)OC2CC(CC3=C2C(=C4C(=C3O)C(=O)C5=C(C4=O)C(=CC=C5)OC)O)(C(=O)CO)O)N)O.Cl. Drug 1: CC12CCC(CC1=CCC3C2CCC4(C3CC=C4C5=CN=CC=C5)C)O. Synergy scores: CSS=46.7, Synergy_ZIP=-0.798, Synergy_Bliss=1.03, Synergy_Loewe=-17.9, Synergy_HSA=1.24. Cell line: M14. (7) Drug 1: CCCCC(=O)OCC(=O)C1(CC(C2=C(C1)C(=C3C(=C2O)C(=O)C4=C(C3=O)C=CC=C4OC)O)OC5CC(C(C(O5)C)O)NC(=O)C(F)(F)F)O. Drug 2: B(C(CC(C)C)NC(=O)C(CC1=CC=CC=C1)NC(=O)C2=NC=CN=C2)(O)O. Cell line: K-562. Synergy scores: CSS=60.6, Synergy_ZIP=-3.12, Synergy_Bliss=-6.22, Synergy_Loewe=-25.3, Synergy_HSA=-5.80.